From a dataset of Catalyst prediction with 721,799 reactions and 888 catalyst types from USPTO. Predict which catalyst facilitates the given reaction. Reactant: [CH2:1]([N:3]1[CH2:12][CH2:11][C:10]2[C:5](=[CH:6][C:7]([O:15][CH3:16])=[C:8]([O:13][CH3:14])[CH:9]=2)[C:4]21[CH2:21][CH2:20][CH:19]([C:22]([N:24]1[CH2:29][CH2:28][N:27]([C:30]3[CH:35]=[CH:34][N:33]=[C:32]([NH2:36])[CH:31]=3)[CH2:26][CH2:25]1)=[O:23])[CH2:18][CH:17]2[CH:37]1[C:46]2[C:41](=[CH:42][C:43]([O:49][CH3:50])=[C:44]([O:47][CH3:48])[CH:45]=2)[CH2:40][CH2:39][N:38]1[CH2:51][CH3:52])[CH3:2].[C:53](Cl)(=[O:55])[CH3:54]. Product: [CH2:1]([N:3]1[CH2:12][CH2:11][C:10]2[C:5](=[CH:6][C:7]([O:15][CH3:16])=[C:8]([O:13][CH3:14])[CH:9]=2)[C:4]21[CH2:21][CH2:20][CH:19]([C:22]([N:24]1[CH2:29][CH2:28][N:27]([C:30]3[CH:35]=[CH:34][N:33]=[C:32]([NH:36][C:53]([CH3:54])=[O:55])[CH:31]=3)[CH2:26][CH2:25]1)=[O:23])[CH2:18][CH:17]2[CH:37]1[C:46]2[C:41](=[CH:42][C:43]([O:49][CH3:50])=[C:44]([O:47][CH3:48])[CH:45]=2)[CH2:40][CH2:39][N:38]1[CH2:51][CH3:52])[CH3:2]. The catalyst class is: 17.